Regression. Given a peptide amino acid sequence and an MHC pseudo amino acid sequence, predict their binding affinity value. This is MHC class I binding data. From a dataset of Peptide-MHC class I binding affinity with 185,985 pairs from IEDB/IMGT. (1) The peptide sequence is FCASDAKAYD. The MHC is H-2-Kb with pseudo-sequence H-2-Kb. The binding affinity (normalized) is 0. (2) The peptide sequence is FLIRQLIRL. The MHC is HLA-A02:03 with pseudo-sequence HLA-A02:03. The binding affinity (normalized) is 0.995. (3) The peptide sequence is VQPWLMVDV. The MHC is HLA-A29:02 with pseudo-sequence HLA-A29:02. The binding affinity (normalized) is 0.0847. (4) The MHC is HLA-A02:06 with pseudo-sequence HLA-A02:06. The binding affinity (normalized) is 0.579. The peptide sequence is GMIIMLIPTV.